Dataset: NCI-60 drug combinations with 297,098 pairs across 59 cell lines. Task: Regression. Given two drug SMILES strings and cell line genomic features, predict the synergy score measuring deviation from expected non-interaction effect. (1) Drug 1: C1=NC2=C(N=C(N=C2N1C3C(C(C(O3)CO)O)F)Cl)N. Drug 2: CC1CCC2CC(C(=CC=CC=CC(CC(C(=O)C(C(C(=CC(C(=O)CC(OC(=O)C3CCCCN3C(=O)C(=O)C1(O2)O)C(C)CC4CCC(C(C4)OC)OCCO)C)C)O)OC)C)C)C)OC. Cell line: SF-268. Synergy scores: CSS=14.1, Synergy_ZIP=-6.73, Synergy_Bliss=-2.55, Synergy_Loewe=-1.38, Synergy_HSA=-1.07. (2) Drug 1: CC1=CC2C(CCC3(C2CCC3(C(=O)C)OC(=O)C)C)C4(C1=CC(=O)CC4)C. Drug 2: CC1CCC2CC(C(=CC=CC=CC(CC(C(=O)C(C(C(=CC(C(=O)CC(OC(=O)C3CCCCN3C(=O)C(=O)C1(O2)O)C(C)CC4CCC(C(C4)OC)O)C)C)O)OC)C)C)C)OC. Cell line: CCRF-CEM. Synergy scores: CSS=26.2, Synergy_ZIP=-5.25, Synergy_Bliss=-4.00, Synergy_Loewe=-29.9, Synergy_HSA=-2.35. (3) Drug 1: C1=CC(=CC=C1CC(C(=O)O)N)N(CCCl)CCCl.Cl. Drug 2: CC(C1=C(C=CC(=C1Cl)F)Cl)OC2=C(N=CC(=C2)C3=CN(N=C3)C4CCNCC4)N. Cell line: UO-31. Synergy scores: CSS=10.3, Synergy_ZIP=-2.83, Synergy_Bliss=-1.36, Synergy_Loewe=-1.19, Synergy_HSA=-1.15. (4) Drug 2: N.N.Cl[Pt+2]Cl. Synergy scores: CSS=36.5, Synergy_ZIP=-2.29, Synergy_Bliss=0.620, Synergy_Loewe=-12.2, Synergy_HSA=0.529. Cell line: DU-145. Drug 1: CCC(=C(C1=CC=CC=C1)C2=CC=C(C=C2)OCCN(C)C)C3=CC=CC=C3.C(C(=O)O)C(CC(=O)O)(C(=O)O)O. (5) Drug 1: CC1C(C(=O)NC(C(=O)N2CCCC2C(=O)N(CC(=O)N(C(C(=O)O1)C(C)C)C)C)C(C)C)NC(=O)C3=C4C(=C(C=C3)C)OC5=C(C(=O)C(=C(C5=N4)C(=O)NC6C(OC(=O)C(N(C(=O)CN(C(=O)C7CCCN7C(=O)C(NC6=O)C(C)C)C)C)C(C)C)C)N)C. Drug 2: CC1=C(N=C(N=C1N)C(CC(=O)N)NCC(C(=O)N)N)C(=O)NC(C(C2=CN=CN2)OC3C(C(C(C(O3)CO)O)O)OC4C(C(C(C(O4)CO)O)OC(=O)N)O)C(=O)NC(C)C(C(C)C(=O)NC(C(C)O)C(=O)NCCC5=NC(=CS5)C6=NC(=CS6)C(=O)NCCC[S+](C)C)O. Cell line: SF-268. Synergy scores: CSS=27.9, Synergy_ZIP=-9.39, Synergy_Bliss=-0.830, Synergy_Loewe=3.35, Synergy_HSA=3.68. (6) Drug 1: CC1OCC2C(O1)C(C(C(O2)OC3C4COC(=O)C4C(C5=CC6=C(C=C35)OCO6)C7=CC(=C(C(=C7)OC)O)OC)O)O. Drug 2: CC(C)CN1C=NC2=C1C3=CC=CC=C3N=C2N. Cell line: K-562. Synergy scores: CSS=30.3, Synergy_ZIP=-4.48, Synergy_Bliss=-5.67, Synergy_Loewe=-11.0, Synergy_HSA=-6.69. (7) Drug 1: CC1=C(N=C(N=C1N)C(CC(=O)N)NCC(C(=O)N)N)C(=O)NC(C(C2=CN=CN2)OC3C(C(C(C(O3)CO)O)O)OC4C(C(C(C(O4)CO)O)OC(=O)N)O)C(=O)NC(C)C(C(C)C(=O)NC(C(C)O)C(=O)NCCC5=NC(=CS5)C6=NC(=CS6)C(=O)NCCC[S+](C)C)O. Drug 2: CCC1(C2=C(COC1=O)C(=O)N3CC4=CC5=C(C=CC(=C5CN(C)C)O)N=C4C3=C2)O.Cl. Cell line: MDA-MB-231. Synergy scores: CSS=39.2, Synergy_ZIP=-3.12, Synergy_Bliss=-2.80, Synergy_Loewe=3.67, Synergy_HSA=5.14. (8) Drug 1: C1CC(=O)NC(=O)C1N2CC3=C(C2=O)C=CC=C3N. Drug 2: CC1=C(N=C(N=C1N)C(CC(=O)N)NCC(C(=O)N)N)C(=O)NC(C(C2=CN=CN2)OC3C(C(C(C(O3)CO)O)O)OC4C(C(C(C(O4)CO)O)OC(=O)N)O)C(=O)NC(C)C(C(C)C(=O)NC(C(C)O)C(=O)NCCC5=NC(=CS5)C6=NC(=CS6)C(=O)NCCC[S+](C)C)O. Cell line: RPMI-8226. Synergy scores: CSS=10.7, Synergy_ZIP=2.43, Synergy_Bliss=1.77, Synergy_Loewe=1.06, Synergy_HSA=-2.12.